From a dataset of Reaction yield outcomes from USPTO patents with 853,638 reactions. Predict the reaction yield, written as a fraction of the theoretical maximum amount of product (1.0 means a 100% yield; for example, 0.34 means a 34% yield). (1) The reactants are [C:1]([O:5][C:6](=[O:24])[NH:7][C:8]1[C:13](Br)=[CH:12][N:11]2[CH:15]=[C:16]([C:18]3[CH:23]=[CH:22][CH:21]=[CH:20][CH:19]=3)[N:17]=[C:10]2[CH:9]=1)([CH3:4])([CH3:3])[CH3:2].[CH:25]1(B(O)O)[CH2:27][CH2:26]1.P([O-])([O-])([O-])=O.[K+].[K+].[K+].C1(P(C2CCCCC2)C2CCCCC2)CCCCC1. The catalyst is C(OCC)(=O)C.C([O-])(=O)C.[Pd+2].C([O-])(=O)C.O.C1(C)C=CC=CC=1. The product is [C:1]([O:5][C:6](=[O:24])[NH:7][C:8]1[C:13]([CH:25]2[CH2:27][CH2:26]2)=[CH:12][N:11]2[CH:15]=[C:16]([C:18]3[CH:23]=[CH:22][CH:21]=[CH:20][CH:19]=3)[N:17]=[C:10]2[CH:9]=1)([CH3:4])([CH3:3])[CH3:2]. The yield is 0.870. (2) The reactants are [CH3:1][O:2][C:3](=[O:21])[CH:4]=[CH:5][C:6]1[CH:11]=[CH:10][CH:9]=[C:8]([CH2:12][NH:13]C(OC(C)(C)C)=O)[CH:7]=1.[ClH:22].O1CCOCC1. The catalyst is CO. The product is [ClH:22].[CH3:1][O:2][C:3](=[O:21])[CH:4]=[CH:5][C:6]1[CH:11]=[CH:10][CH:9]=[C:8]([CH2:12][NH2:13])[CH:7]=1. The yield is 0.840. (3) The reactants are [Br:1][C:2]1[CH:3]=[C:4]2[O:8][C:7]([C:9]3[CH:14]=[CH:13][C:12]([CH3:15])=[CH:11][CH:10]=3)=[N:6][C:5]2=[C:16]([C:18]([OH:20])=O)[CH:17]=1.Cl.Cl.[NH2:23][CH:24]1[CH2:31][CH:30]2[N:32]([CH3:33])[CH:26]([CH2:27][CH2:28][CH2:29]2)[CH2:25]1.ON1C2C=CC=CC=2N=N1.Cl.C(N=C=NCCCN(C)C)C.C(N(CC)CC)C. The catalyst is CN(C=O)C.C(OCC)(=O)C. The product is [CH3:33][N:32]1[CH:26]2[CH2:27][CH2:28][CH2:29][CH:30]1[CH2:31][CH:24]([NH:23][C:18]([C:16]1[CH:17]=[C:2]([Br:1])[CH:3]=[C:4]3[O:8][C:7]([C:9]4[CH:10]=[CH:11][C:12]([CH3:15])=[CH:13][CH:14]=4)=[N:6][C:5]=13)=[O:20])[CH2:25]2. The yield is 0.250.